From a dataset of Peptide-MHC class II binding affinity with 134,281 pairs from IEDB. Regression. Given a peptide amino acid sequence and an MHC pseudo amino acid sequence, predict their binding affinity value. This is MHC class II binding data. (1) The peptide sequence is KIGDDATLSCNRN. The MHC is DRB4_0101 with pseudo-sequence DRB4_0103. The binding affinity (normalized) is 0.0226. (2) The peptide sequence is MADDMERIFKRFDTN. The MHC is DRB1_0101 with pseudo-sequence DRB1_0101. The binding affinity (normalized) is 0.220. (3) The peptide sequence is KGNDMPGGYCLERWM. The MHC is DRB1_0101 with pseudo-sequence DRB1_0101. The binding affinity (normalized) is 0.380. (4) The peptide sequence is EKKYFAATQFEPLYA. The MHC is HLA-DPA10103-DPB10401 with pseudo-sequence HLA-DPA10103-DPB10401. The binding affinity (normalized) is 1.00. (5) The peptide sequence is SQTTAIPSCPEGT. The MHC is DRB3_0101 with pseudo-sequence DRB3_0101. The binding affinity (normalized) is 0. (6) The binding affinity (normalized) is 0.178. The MHC is HLA-DQA10301-DQB10302 with pseudo-sequence HLA-DQA10301-DQB10302. The peptide sequence is EKALWIIFSQNMNIK. (7) The peptide sequence is QNPSQQQPQEQVPLVQQQQF. The MHC is DRB4_0101 with pseudo-sequence DRB4_0103. The binding affinity (normalized) is 0.513. (8) The peptide sequence is EKKYFAATQFEPAAA. The MHC is HLA-DQA10501-DQB10201 with pseudo-sequence HLA-DQA10501-DQB10201. The binding affinity (normalized) is 0.435. (9) The peptide sequence is AALHNVKCKTPTQLS. The MHC is DRB1_0101 with pseudo-sequence DRB1_0101. The binding affinity (normalized) is 0.450.